Task: Predict which catalyst facilitates the given reaction.. Dataset: Catalyst prediction with 721,799 reactions and 888 catalyst types from USPTO (1) Reactant: CS(C)=O.C(Cl)(=O)C(Cl)=O.[CH3:11][O:12][C:13]1[N:18]=[CH:17][C:16]([CH2:19][OH:20])=[C:15]([C:21]([F:24])([F:23])[F:22])[CH:14]=1.C(N(CC)CC)C. Product: [CH3:11][O:12][C:13]1[N:18]=[CH:17][C:16]([CH:19]=[O:20])=[C:15]([C:21]([F:24])([F:22])[F:23])[CH:14]=1. The catalyst class is: 4. (2) Reactant: [Li+].[OH-].O1CCCCC1[O:9][NH:10][C:11](/[CH:13]=[CH:14]/[C:15]1[N:20]=[CH:19][C:18](/[CH:21]=[CH:22]/[C:23]([O:25]CC)=O)=[CH:17][CH:16]=1)=[O:12].Cl.[NH4+].[OH-].C(Cl)CCl.C1C=CC2N(O)N=NC=2C=1.[C:45]1([N:51]2[CH2:56][CH2:55][NH:54][CH2:53][CH2:52]2)[CH:50]=[CH:49][CH:48]=[CH:47][CH:46]=1. Product: [OH:9][NH:10][C:11](=[O:12])/[CH:13]=[CH:14]/[C:15]1[CH:16]=[CH:17][C:18](/[CH:21]=[CH:22]/[C:23](=[O:25])[N:54]2[CH2:55][CH2:56][N:51]([C:45]3[CH:50]=[CH:49][CH:48]=[CH:47][CH:46]=3)[CH2:52][CH2:53]2)=[CH:19][N:20]=1. The catalyst class is: 118. (3) Reactant: [CH2:1]([O:4][C:5]([C:7]1[CH:8]=[C:9]([CH:29]=[CH:30][CH:31]=1)[CH2:10][O:11][CH2:12][C@@H:13]([NH:16][C:17](=[O:28])[C@H:18]([CH2:20][C:21]1[CH:26]=[CH:25][CH:24]=[C:23]([CH3:27])[CH:22]=1)[NH2:19])[C:14]#[N:15])=[O:6])[CH:2]=[CH2:3].[F:32][C:33]1[CH:38]=[CH:37][C:36](B(O)O)=[CH:35][CH:34]=1.N1C=CC=CC=1. Product: [CH2:1]([O:4][C:5]([C:7]1[CH:8]=[C:9]([CH:29]=[CH:30][CH:31]=1)[CH2:10][O:11][CH2:12][C@@H:13]([NH:16][C:17](=[O:28])[C@H:18]([CH2:20][C:21]1[CH:26]=[CH:25][CH:24]=[C:23]([CH3:27])[CH:22]=1)[NH:19][C:36]1[CH:37]=[CH:38][C:33]([F:32])=[CH:34][CH:35]=1)[C:14]#[N:15])=[O:6])[CH:2]=[CH2:3]. The catalyst class is: 2. (4) The catalyst class is: 4. Product: [CH3:7][C:3]([CH3:8])([CH2:2][O:1][Si:13]([CH3:16])([CH3:15])[C:9]([CH3:12])([CH3:11])[CH3:10])[C:4]([OH:6])=[O:5]. Reactant: [OH:1][CH2:2][C:3]([CH3:8])([CH3:7])[C:4]([OH:6])=[O:5].[C:9]([Si:13]([CH3:16])([CH3:15])Cl)([CH3:12])([CH3:11])[CH3:10].N1C=CN=C1.[OH-].[Na+].Cl.